Dataset: NCI-60 drug combinations with 297,098 pairs across 59 cell lines. Task: Regression. Given two drug SMILES strings and cell line genomic features, predict the synergy score measuring deviation from expected non-interaction effect. Drug 2: CN(CC1=CN=C2C(=N1)C(=NC(=N2)N)N)C3=CC=C(C=C3)C(=O)NC(CCC(=O)O)C(=O)O. Drug 1: CC(C)(C#N)C1=CC(=CC(=C1)CN2C=NC=N2)C(C)(C)C#N. Cell line: DU-145. Synergy scores: CSS=50.3, Synergy_ZIP=9.49, Synergy_Bliss=7.17, Synergy_Loewe=-12.3, Synergy_HSA=6.93.